This data is from Full USPTO retrosynthesis dataset with 1.9M reactions from patents (1976-2016). The task is: Predict the reactants needed to synthesize the given product. Given the product [Si:31]([O:38][C:39]1[CH:40]=[CH:41][C:42]([CH2:45][C:46]([NH:21][C:18]2[C:17]([C:22]3[CH:23]=[CH:24][C:25]([N+:28]([O-:30])=[O:29])=[CH:26][CH:27]=3)=[N:16][C:15]([C:12]3[CH:11]=[CH:10][C:9]([O:8][Si:1]([C:4]([CH3:7])([CH3:5])[CH3:6])([CH3:3])[CH3:2])=[CH:14][CH:13]=3)=[CH:20][N:19]=2)=[O:47])=[CH:43][CH:44]=1)([C:34]([CH3:37])([CH3:36])[CH3:35])([CH3:33])[CH3:32], predict the reactants needed to synthesize it. The reactants are: [Si:1]([O:8][C:9]1[CH:14]=[CH:13][C:12]([C:15]2[N:16]=[C:17]([C:22]3[CH:27]=[CH:26][C:25]([N+:28]([O-:30])=[O:29])=[CH:24][CH:23]=3)[C:18]([NH2:21])=[N:19][CH:20]=2)=[CH:11][CH:10]=1)([C:4]([CH3:7])([CH3:6])[CH3:5])([CH3:3])[CH3:2].[Si:31]([O:38][C:39]1[CH:44]=[CH:43][C:42]([CH2:45][C:46](Cl)=[O:47])=[CH:41][CH:40]=1)([C:34]([CH3:37])([CH3:36])[CH3:35])([CH3:33])[CH3:32].O.